This data is from Reaction yield outcomes from USPTO patents with 853,638 reactions. The task is: Predict the reaction yield, written as a fraction of the theoretical maximum amount of product (1.0 means a 100% yield; for example, 0.34 means a 34% yield). (1) The reactants are [CH3:1][C:2]1[N:11]=[CH:10][CH:9]=[CH:8][C:3]=1[C:4](OC)=[O:5].[H-].[Al+3].[Li+].[H-].[H-].[H-].C(OCC)(=O)C. The catalyst is C1COCC1. The product is [CH3:1][C:2]1[N:11]=[CH:10][CH:9]=[CH:8][C:3]=1[CH:4]=[O:5]. The yield is 0.750. (2) The reactants are [Br:1][C:2]1[N:10]([CH2:11][C:12]2[CH:17]=[CH:16][C:15]([Cl:18])=[CH:14][CH:13]=2)[C:9]2[C:8](=[O:19])[NH:7][C:6](=[O:20])[N:5]([CH3:21])[C:4]=2[N:3]=1.Br[CH2:23][CH2:24][C:25]1([OH:28])[CH2:27][CH2:26]1.C(=O)([O-])[O-].[K+].[K+]. The catalyst is CN(C=O)C.CCCC[N+](CCCC)(CCCC)CCCC.[I-]. The product is [Br:1][C:2]1[N:10]([CH2:11][C:12]2[CH:13]=[CH:14][C:15]([Cl:18])=[CH:16][CH:17]=2)[C:9]2[C:8](=[O:19])[N:7]([CH2:23][CH2:24][C:25]3([OH:28])[CH2:27][CH2:26]3)[C:6](=[O:20])[N:5]([CH3:21])[C:4]=2[N:3]=1. The yield is 0.816. (3) The reactants are C1(C(O)=O)CC1.[C:7]([N:12]1[CH2:17][CH2:16][CH:15]([NH:18][C:19]([NH:21][C:22]2[CH:27]=[CH:26][C:25]([C:28]([F:31])([F:30])[F:29])=[CH:24][CH:23]=2)=[O:20])[CH2:14][CH2:13]1)(=[O:11])[CH:8]([CH3:10])[CH3:9]. No catalyst specified. The product is [CH:8]1([C:7]([N:12]2[CH2:13][CH2:14][CH:15]([NH:18][C:19]([NH:21][C:22]3[CH:23]=[CH:24][C:25]([C:28]([F:31])([F:29])[F:30])=[CH:26][CH:27]=3)=[O:20])[CH2:16][CH2:17]2)=[O:11])[CH2:10][CH2:9]1. The yield is 0.890.